The task is: Predict which catalyst facilitates the given reaction.. This data is from Catalyst prediction with 721,799 reactions and 888 catalyst types from USPTO. (1) Reactant: Cl.[CH2:2]([O:4][C:5](=[O:17])[C@H:6]([CH2:8][S:9][CH2:10][C:11]1[CH:16]=[CH:15][CH:14]=[CH:13][CH:12]=1)[NH2:7])[CH3:3].[C:18]([NH:25][C:26]([CH3:31])([C:28](O)=[O:29])[CH3:27])([O:20][C:21]([CH3:24])([CH3:23])[CH3:22])=[O:19].C(N(CC)CC)C.ON1C2C=CC=CC=2N=N1.CCN=C=NCCCN(C)C. Product: [CH2:2]([O:4][C:5](=[O:17])[C@H:6]([CH2:8][S:9][CH2:10][C:11]1[CH:16]=[CH:15][CH:14]=[CH:13][CH:12]=1)[NH:7][C:28](=[O:29])[C:26]([NH:25][C:18]([O:20][C:21]([CH3:24])([CH3:23])[CH3:22])=[O:19])([CH3:31])[CH3:27])[CH3:3]. The catalyst class is: 2. (2) Reactant: [NH2:1][C@H:2]1[CH2:7][CH2:6][C@H:5]([OH:8])[CH2:4][CH2:3]1.C(N(CC)CC)C.[C:16](Cl)([C:29]1[CH:34]=[CH:33][CH:32]=[CH:31][CH:30]=1)([C:23]1[CH:28]=[CH:27][CH:26]=[CH:25][CH:24]=1)[C:17]1[CH:22]=[CH:21][CH:20]=[CH:19][CH:18]=1.C([O-])(O)=O.[Na+]. Product: [C:16]([NH:1][C@H:2]1[CH2:7][CH2:6][C@H:5]([OH:8])[CH2:4][CH2:3]1)([C:17]1[CH:22]=[CH:21][CH:20]=[CH:19][CH:18]=1)([C:29]1[CH:30]=[CH:31][CH:32]=[CH:33][CH:34]=1)[C:23]1[CH:24]=[CH:25][CH:26]=[CH:27][CH:28]=1. The catalyst class is: 2. (3) Reactant: [C:1]([O:5][C:6]([NH:8][C:9]1[CH:14]=[C:13]([Cl:15])[CH:12]=[CH:11][C:10]=1/[CH:16]=[CH:17]/[C:18]([OH:20])=O)=[O:7])([CH3:4])([CH3:3])[CH3:2].[F:21][C:22]1[CH:34]=[CH:33][C:25]([CH2:26][N:27]2[CH2:32][CH2:31][NH:30][CH2:29][CH2:28]2)=[CH:24][CH:23]=1.CCN=C=NCCCN(C)C.Cl.Cl. Product: [C:1]([O:5][C:6](=[O:7])[NH:8][C:9]1[CH:14]=[C:13]([Cl:15])[CH:12]=[CH:11][C:10]=1/[CH:16]=[CH:17]/[C:18]([N:30]1[CH2:29][CH2:28][N:27]([CH2:26][C:25]2[CH:33]=[CH:34][C:22]([F:21])=[CH:23][CH:24]=2)[CH2:32][CH2:31]1)=[O:20])([CH3:2])([CH3:3])[CH3:4]. The catalyst class is: 2.